This data is from Reaction yield outcomes from USPTO patents with 853,638 reactions. The task is: Predict the reaction yield, written as a fraction of the theoretical maximum amount of product (1.0 means a 100% yield; for example, 0.34 means a 34% yield). (1) The reactants are C[O:2][C:3](=[O:37])[CH2:4][O:5][C:6]1[CH:11]=[CH:10][C:9]([N:12]([C:34](=[O:36])[CH3:35])[C@H:13]2[C:22]3[C:17](=[CH:18][CH:19]=[CH:20][CH:21]=3)[N:16]([C:23](=[O:32])[C:24]3[CH:29]=[CH:28][C:27]([O:30][CH3:31])=[CH:26][CH:25]=3)[C@@H:15]([CH3:33])[CH2:14]2)=[CH:8][CH:7]=1.[OH-].[Na+].Cl. The catalyst is CO. The product is [C:34]([N:12]([C@H:13]1[C:22]2[C:17](=[CH:18][CH:19]=[CH:20][CH:21]=2)[N:16]([C:23](=[O:32])[C:24]2[CH:29]=[CH:28][C:27]([O:30][CH3:31])=[CH:26][CH:25]=2)[C@@H:15]([CH3:33])[CH2:14]1)[C:9]1[CH:8]=[CH:7][C:6]([O:5][CH2:4][C:3]([OH:37])=[O:2])=[CH:11][CH:10]=1)(=[O:36])[CH3:35]. The yield is 0.890. (2) The reactants are Cl.C(OC(=O)[N:8]([C:12]1[CH:17]=[CH:16][CH:15]=[C:14]([NH:18][C:19](=[O:46])[CH2:20][N:21]2[N:27]=[C:26]([CH:28]3[CH2:33][CH2:32][CH2:31][CH2:30][CH2:29]3)[C:25]3[CH:34]=[CH:35][CH:36]=[CH:37][C:24]=3[N:23]([CH2:38][C:39](=[O:44])[C:40]([CH3:43])([CH3:42])[CH3:41])[C:22]2=[O:45])[CH:13]=1)[CH2:9][CH2:10][CH3:11])(C)(C)C. The catalyst is O1CCOCC1. The product is [CH:28]1([C:26]2[C:25]3[CH:34]=[CH:35][CH:36]=[CH:37][C:24]=3[N:23]([CH2:38][C:39](=[O:44])[C:40]([CH3:43])([CH3:42])[CH3:41])[C:22](=[O:45])[N:21]([CH2:20][C:19]([NH:18][C:14]3[CH:15]=[CH:16][CH:17]=[C:12]([NH:8][CH2:9][CH2:10][CH3:11])[CH:13]=3)=[O:46])[N:27]=2)[CH2:29][CH2:30][CH2:31][CH2:32][CH2:33]1. The yield is 0.910. (3) The reactants are [CH2:1]([N:8]1[C:12]2[C:13](=[O:39])[N:14]([CH3:38])[C:15]([CH:28]([O:33][C:34]([CH3:37])([CH3:36])[CH3:35])[C:29]([O:31]C)=[O:30])=[C:16]([C:17]3[C:18]([CH3:27])=[C:19]4[C:24](=[CH:25][CH:26]=3)[O:23][CH2:22][CH2:21][CH2:20]4)[C:11]=2[CH:10]=[CH:9]1)C1C=CC=CC=1.[OH-].[Na+].Cl.C[Si]([N-][Si](C)(C)C)(C)C.[K+].CI.C(=O)([O-])[O-].[K+].[K+]. The catalyst is O1CCCC1.CO.O. The product is [C:34]([O:33][CH:28]([C:15]1[N:14]([CH3:38])[C:13](=[O:39])[C:12]2[N:8]([CH3:1])[CH:9]=[CH:10][C:11]=2[C:16]=1[C:17]1[C:18]([CH3:27])=[C:19]2[C:24](=[CH:25][CH:26]=1)[O:23][CH2:22][CH2:21][CH2:20]2)[C:29]([OH:31])=[O:30])([CH3:37])([CH3:36])[CH3:35]. The yield is 0.177.